From a dataset of Catalyst prediction with 721,799 reactions and 888 catalyst types from USPTO. Predict which catalyst facilitates the given reaction. (1) Product: [Cl:27][C:24]1[CH:25]=[CH:26][C:21]([CH:17]([C:3]2[C:2]([Cl:1])=[CH:7][C:6]([N:8]3[C:13](=[O:14])[NH:12][C:11](=[O:15])[CH:10]=[N:9]3)=[CH:5][C:4]=2[Cl:16])[C:18]2[S:20][C:29]([C:30]([O:32][C:33]([CH3:36])([CH3:35])[CH3:34])=[O:31])=[C:37]([C:38]3[CH:43]=[CH:42][CH:41]=[CH:40][CH:39]=3)[N:19]=2)=[CH:22][CH:23]=1. Reactant: [Cl:1][C:2]1[CH:7]=[C:6]([N:8]2[C:13](=[O:14])[NH:12][C:11](=[O:15])[CH:10]=[N:9]2)[CH:5]=[C:4]([Cl:16])[C:3]=1[CH:17]([C:21]1[CH:26]=[CH:25][C:24]([Cl:27])=[CH:23][CH:22]=1)[C:18](=[S:20])[NH2:19].Br[CH:29]([C:37](=O)[C:38]1[CH:43]=[CH:42][CH:41]=[CH:40][CH:39]=1)[C:30]([O:32][C:33]([CH3:36])([CH3:35])[CH3:34])=[O:31].C([O-])([O-])=O.[K+].[K+].Cl. The catalyst class is: 144. (2) Reactant: [CH:1]1([S:4]([NH:7][C:8]2[C:28]([NH:29][C:30]3[CH:35]=[CH:34][C:33]([I:36])=[CH:32][C:31]=3[F:37])=[CH:27][C:26]([F:38])=[CH:25][C:9]=2[O:10][C:11]2[CH:12]=[C:13]([NH:17]C(=O)OC(C)(C)C)[CH:14]=[CH:15][CH:16]=2)(=[O:6])=[O:5])[CH2:3][CH2:2]1.C(O)(C(F)(F)F)=O.[OH-].[Na+]. Product: [NH2:17][C:13]1[CH:12]=[C:11]([CH:16]=[CH:15][CH:14]=1)[O:10][C:9]1[CH:25]=[C:26]([F:38])[CH:27]=[C:28]([NH:29][C:30]2[CH:35]=[CH:34][C:33]([I:36])=[CH:32][C:31]=2[F:37])[C:8]=1[NH:7][S:4]([CH:1]1[CH2:2][CH2:3]1)(=[O:5])=[O:6]. The catalyst class is: 2. (3) Reactant: [Li+].[OH-].[Br:3][C:4]1[CH:5]=[CH:6][C:7]([O:21][CH2:22][C:23]2[CH:28]=[CH:27][CH:26]=[CH:25][C:24]=2[F:29])=[C:8]([CH:20]=1)[C:9]([O:11]CC1C=CC=CC=1F)=[O:10].Cl. Product: [Br:3][C:4]1[CH:5]=[CH:6][C:7]([O:21][CH2:22][C:23]2[CH:28]=[CH:27][CH:26]=[CH:25][C:24]=2[F:29])=[C:8]([CH:20]=1)[C:9]([OH:11])=[O:10]. The catalyst class is: 30. (4) Reactant: [CH2:1]([N:8]([CH2:16][CH:17]1[CH2:22][CH2:21][N:20]([CH2:23][C:24]([CH3:30])([CH3:29])[C:25]([F:28])([F:27])[F:26])[CH2:19][CH2:18]1)[C:9]1[CH:14]=[CH:13][C:12](Br)=[CH:11][CH:10]=1)[C:2]1[CH:7]=[CH:6][CH:5]=[CH:4][CH:3]=1.[CH3:31][O:32][C:33]([C:35]1[CH:40]=[CH:39][C:38](B(O)O)=[CH:37][CH:36]=1)=[O:34].C([O-])([O-])=O.[Cs+].[Cs+].O1CCOCC1. Product: [CH2:1]([N:8]([CH2:16][CH:17]1[CH2:22][CH2:21][N:20]([CH2:23][C:24]([CH3:30])([CH3:29])[C:25]([F:28])([F:27])[F:26])[CH2:19][CH2:18]1)[C:9]1[CH:14]=[CH:13][C:12]([C:38]2[CH:39]=[CH:40][C:35]([C:33]([O:32][CH3:31])=[O:34])=[CH:36][CH:37]=2)=[CH:11][CH:10]=1)[C:2]1[CH:7]=[CH:6][CH:5]=[CH:4][CH:3]=1. The catalyst class is: 263. (5) Reactant: Cl[CH2:2][CH2:3][CH2:4][N:5]1[C:14]2[C:9](=[CH:10][CH:11]=[CH:12][CH:13]=2)[CH:8]=[CH:7][C:6]1=[O:15].C([O-])([O-])=O.[K+].[K+].[CH2:22]([CH:26]1[CH2:31][CH2:30][NH:29][CH2:28][CH2:27]1)[CH2:23][CH2:24][CH3:25].CC#N. Product: [CH2:22]([CH:26]1[CH2:31][CH2:30][N:29]([CH2:2][CH2:3][CH2:4][N:5]2[C:14]3[C:9](=[CH:10][CH:11]=[CH:12][CH:13]=3)[CH:8]=[CH:7][C:6]2=[O:15])[CH2:28][CH2:27]1)[CH2:23][CH2:24][CH3:25]. The catalyst class is: 25. (6) Reactant: [NH2:1][C:2]([C:4]1[CH:5]=[C:6]([CH:11]=[C:12]([Cl:14])[CH:13]=1)[C:7](OC)=[O:8])=[O:3].C(O)C.[BH4-].[Li+]. Product: [Cl:14][C:12]1[CH:13]=[C:4]([CH:5]=[C:6]([CH2:7][OH:8])[CH:11]=1)[C:2]([NH2:1])=[O:3]. The catalyst class is: 7. (7) Reactant: [N:1]1([C:7]2[CH:12]=[CH:11][C:10]([NH:13][C:14]3[N:19]=[C:18]([CH2:20][CH2:21][C:22]4[CH:27]=[CH:26][CH:25]=[CH:24][C:23]=4[CH2:28][C:29]([NH2:31])=[O:30])[C:17]([C:32]([F:35])([F:34])[F:33])=[CH:16][N:15]=3)=[CH:9][CH:8]=2)[CH2:6][CH2:5][NH:4][CH2:3][CH2:2]1.C1C[O:39][CH2:38][CH2:37]1.C(N(CC)CC)C.C(OC(=O)C)(=O)C. Product: [C:38]([N:4]1[CH2:5][CH2:6][N:1]([C:7]2[CH:12]=[CH:11][C:10]([NH:13][C:14]3[N:19]=[C:18]([CH2:20][CH2:21][C:22]4[CH:27]=[CH:26][CH:25]=[CH:24][C:23]=4[CH2:28][C:29]([NH2:31])=[O:30])[C:17]([C:32]([F:33])([F:35])[F:34])=[CH:16][N:15]=3)=[CH:9][CH:8]=2)[CH2:2][CH2:3]1)(=[O:39])[CH3:37]. The catalyst class is: 59.